From a dataset of Full USPTO retrosynthesis dataset with 1.9M reactions from patents (1976-2016). Predict the reactants needed to synthesize the given product. (1) Given the product [F:12][C:11]([F:14])([F:13])[C:10]1[CH:9]=[CH:8][NH:4][N:3]=1, predict the reactants needed to synthesize it. The reactants are: Cl.Cl.[NH2:3][NH2:4].C(O[CH:8]=[CH:9][C:10](=O)[C:11]([F:14])([F:13])[F:12])C. (2) The reactants are: [C:1]([N:4]1[C:13]2[C:8](=[CH:9][C:10]([C:14]3[CH:15]=[N:16][N:17]([CH2:19][CH2:20][O:21][CH3:22])[CH:18]=3)=[CH:11][CH:12]=2)[C@H:7]([NH:23]C(=O)OCC2C=CC=CC=2)[C@@H:6]([CH3:34])[C@@H:5]1[CH:35]1[CH2:37][CH2:36]1)(=[O:3])[CH3:2]. Given the product [NH2:23][C@H:7]1[C:8]2[C:13](=[CH:12][CH:11]=[C:10]([C:14]3[CH:15]=[N:16][N:17]([CH2:19][CH2:20][O:21][CH3:22])[CH:18]=3)[CH:9]=2)[N:4]([C:1](=[O:3])[CH3:2])[C@@H:5]([CH:35]2[CH2:37][CH2:36]2)[C@@H:6]1[CH3:34], predict the reactants needed to synthesize it. (3) Given the product [NH2:8][C:7]1[C:2]2[NH:1][C:58]([C:57]3[CH:60]=[CH:61][C:54]([Br:53])=[CH:55][CH:56]=3)=[N:16][C:3]=2[CH:4]=[C:5]([NH:11][C:12]([O:14][CH3:15])=[O:13])[CH:6]=1, predict the reactants needed to synthesize it. The reactants are: [NH2:1][C:2]1[C:7]([N+:8]([O-])=O)=[CH:6][C:5]([NH:11][C:12]([O:14][CH3:15])=[O:13])=[CH:4][C:3]=1[N+:16]([O-])=O.C([O-])=O.[NH4+].CN(C(/C=C/C1C[C@H]2C(S([O-])(=O)=O)NC3C=C4OCOC4=CC=3C(=O)N2C=1)=O)C.[Na+].[Br:53][C:54]1[CH:61]=[CH:60][C:57]([CH:58]=O)=[CH:56][CH:55]=1. (4) Given the product [NH2:1][C:4]1[CH:5]=[C:6]([CH:22]=[CH:23][CH:24]=1)[CH2:7][O:8][CH2:9][CH2:10][O:11][CH2:12][CH2:13][NH:14][C:15](=[O:21])[O:16][C:17]([CH3:18])([CH3:19])[CH3:20], predict the reactants needed to synthesize it. The reactants are: [N+:1]([C:4]1[CH:5]=[C:6]([CH:22]=[CH:23][CH:24]=1)[CH2:7][O:8][CH2:9][CH2:10][O:11][CH2:12][CH2:13][NH:14][C:15](=[O:21])[O:16][C:17]([CH3:20])([CH3:19])[CH3:18])([O-])=O.[NH4+].[Cl-]. (5) Given the product [C:28]([C:32]1[CH:42]=[CH:41][C:35]([O:36][CH2:37][C@@H:38]([OH:39])[CH2:40][N:19]2[CH2:20][CH2:21][C:16]3([O:15][C:14]4[C:24]5[C:10]([C:11](=[O:27])[C:12](=[O:26])[C:13]=4[S:23][CH2:22]3)=[CH:9][CH:8]=[C:7]([C:1]3[CH:2]=[CH:3][CH:4]=[CH:5][CH:6]=3)[CH:25]=5)[CH2:17][CH2:18]2)=[CH:34][CH:33]=1)([CH3:29])([CH3:30])[CH3:31], predict the reactants needed to synthesize it. The reactants are: [C:1]1([C:7]2[CH:25]=[C:24]3[C:10]([C:11](=[O:27])[C:12](=[O:26])[C:13]4[S:23][CH2:22][C:16]5([CH2:21][CH2:20][NH:19][CH2:18][CH2:17]5)[O:15][C:14]=43)=[CH:9][CH:8]=2)[CH:6]=[CH:5][CH:4]=[CH:3][CH:2]=1.[C:28]([C:32]1[CH:42]=[CH:41][C:35]([O:36][CH2:37][C@@H:38]2[CH2:40][O:39]2)=[CH:34][CH:33]=1)([CH3:31])([CH3:30])[CH3:29]. (6) Given the product [NH:8]1[C:7]2[CH:6]=[CH:5][C:4]([C:9]3[C:18]([N:19]([CH:21]([CH3:23])[CH3:22])[CH3:20])=[N:17][C:16]4[C:11](=[CH:12][CH:13]=[C:14]([C:24]([O:26][CH3:27])=[O:25])[CH:15]=4)[N:10]=3)=[CH:3][C:2]=2[N:1]=[N:28]1, predict the reactants needed to synthesize it. The reactants are: [NH2:1][C:2]1[CH:3]=[C:4]([C:9]2[C:18]([N:19]([CH:21]([CH3:23])[CH3:22])[CH3:20])=[N:17][C:16]3[C:11](=[CH:12][CH:13]=[C:14]([C:24]([O:26][CH3:27])=[O:25])[CH:15]=3)[N:10]=2)[CH:5]=[CH:6][C:7]=1[NH2:8].[N:28]([O-])=O.[Na+].